This data is from Forward reaction prediction with 1.9M reactions from USPTO patents (1976-2016). The task is: Predict the product of the given reaction. (1) Given the reactants [NH2:1][C@H:2]([CH2:5][C:6]([OH:8])=[O:7])[CH2:3][OH:4].O1CCOC[CH2:10]1.[ClH:15], predict the reaction product. The product is: [ClH:15].[NH2:1][C@@H:2]([CH2:3][OH:4])[CH2:5][C:6]([O:8][CH3:10])=[O:7]. (2) Given the reactants CN1CCN(C2C=CC([C:14]3[CH:19]=[C:18]([C:20]4[NH:28][C:27]5[C:26]6([CH2:33][CH2:32][CH2:31][NH:30][CH2:29]6)[CH2:25][NH:24][C:23](=[O:34])[C:22]=5[CH:21]=4)[CH:17]=[CH:16][N:15]=3)=CC=2NC(=O)C=C)CC1.[CH3:40][N:41]([CH3:65])[CH2:42][CH2:43][O:44][C:45]1[CH:50]=[CH:49][C:48](B2OC(C)(C)C(C)(C)O2)=[CH:47][C:46]=1[NH:60][C:61](=[O:64])[CH:62]=[CH2:63], predict the reaction product. The product is: [CH3:65][N:41]([CH3:40])[CH2:42][CH2:43][O:44][C:45]1[CH:50]=[CH:49][C:48]([C:14]2[CH:19]=[C:18]([C:20]3[NH:28][C:27]4[C:26]5([CH2:33][CH2:32][CH2:31][NH:30][CH2:29]5)[CH2:25][NH:24][C:23](=[O:34])[C:22]=4[CH:21]=3)[CH:17]=[CH:16][N:15]=2)=[CH:47][C:46]=1[NH:60][C:61](=[O:64])[CH:62]=[CH2:63].